Dataset: Reaction yield outcomes from USPTO patents with 853,638 reactions. Task: Predict the reaction yield, written as a fraction of the theoretical maximum amount of product (1.0 means a 100% yield; for example, 0.34 means a 34% yield). (1) The reactants are [NH:1]1[CH2:5][CH2:4][CH2:3][CH2:2]1.C[Al](C)C.[CH3:10]CCCCCC.C(OC(=O)[C:21]1[CH:26]=[CH:25][C:24]([I:27])=[CH:23][CH:22]=1)C.C[Mg]Br.C(O[CH2:35][CH3:36])C. The catalyst is C(Cl)Cl. The product is [I:27][C:24]1[CH:25]=[CH:26][C:21]([C:35]([N:1]2[CH2:5][CH2:4][CH2:3][CH2:2]2)([CH3:36])[CH3:10])=[CH:22][CH:23]=1. The yield is 0.0880. (2) The reactants are [C:1]([O:5][C:6]([N:8]1[CH2:12][CH2:11][CH2:10][CH:9]1[C:13]([OH:15])=[O:14])=[O:7])([CH3:4])([CH3:3])[CH3:2].C(N(CC)CC)C.Br[CH2:24][C:25]([C:27]1[CH:36]=[CH:35][C:34]2[C:29](=[CH:30][CH:31]=[C:32]([Br:37])[CH:33]=2)[CH:28]=1)=[O:26]. The catalyst is C(#N)C. The product is [C:1]([O:5][C:6]([N:8]1[CH2:12][CH2:11][CH2:10][CH:9]1[C:13]([O:15][CH2:24][C:25]([C:27]1[CH:36]=[CH:35][C:34]2[C:29](=[CH:30][CH:31]=[C:32]([Br:37])[CH:33]=2)[CH:28]=1)=[O:26])=[O:14])=[O:7])([CH3:4])([CH3:2])[CH3:3]. The yield is 0.840.